From a dataset of Full USPTO retrosynthesis dataset with 1.9M reactions from patents (1976-2016). Predict the reactants needed to synthesize the given product. (1) Given the product [CH3:24][O:25][C:26](=[O:34])[C:27]1[CH:32]=[CH:31][C:30]([NH:33][C:9](=[O:11])[CH:8]([C:4]2[CH:5]=[CH:6][CH:7]=[C:2]([Cl:1])[CH:3]=2)[CH2:12][CH:13]2[CH2:17][CH2:16][CH2:15][CH2:14]2)=[N:29][CH:28]=1, predict the reactants needed to synthesize it. The reactants are: [Cl:1][C:2]1[CH:3]=[C:4]([CH:8]([CH2:12][CH:13]2[CH2:17][CH2:16][CH2:15][CH2:14]2)[C:9]([OH:11])=O)[CH:5]=[CH:6][CH:7]=1.C(Cl)(=O)C(Cl)=O.[CH3:24][O:25][C:26](=[O:34])[C:27]1[CH:32]=[CH:31][C:30]([NH2:33])=[N:29][CH:28]=1.C(N(CC)C(C)C)(C)C. (2) Given the product [BrH:12].[Br:12][CH:9]([CH3:10])[C:8]([C:5]1[CH:6]=[N:7][C:2]([F:1])=[CH:3][CH:4]=1)=[O:11], predict the reactants needed to synthesize it. The reactants are: [F:1][C:2]1[N:7]=[CH:6][C:5]([C:8](=[O:11])[CH2:9][CH3:10])=[CH:4][CH:3]=1.[BrH:12].BrBr. (3) Given the product [O:15]=[C:14]1[C:8]2[S:7][C:6]([NH:5][C:17](=[S:18])[O:19][CH2:20][CH3:21])=[N:10][C:9]=2[CH2:11][CH2:12][CH2:13]1, predict the reactants needed to synthesize it. The reactants are: C(=S)([O-])N.[NH2:5][C:6]1[S:7][C:8]2[C:14](=[O:15])[CH2:13][CH2:12][CH2:11][C:9]=2[N:10]=1.Cl[C:17]([O:19][CH2:20][CH3:21])=[S:18]. (4) Given the product [Br:21][C:22]1[CH:23]=[CH:24][C:25]([N:19]2[CH2:18][CH2:17][C:13]3[N:14]=[CH:15][N:16]=[C:11]([NH:10][CH2:9][C:6]4[CH:7]=[N:8][C:3]([O:2][CH3:1])=[CH:4][CH:5]=4)[C:12]=3[CH2:20]2)=[C:26]([CH:29]=1)[C:27]#[N:28], predict the reactants needed to synthesize it. The reactants are: [CH3:1][O:2][C:3]1[N:8]=[CH:7][C:6]([CH2:9][NH:10][C:11]2[C:12]3[CH2:20][NH:19][CH2:18][CH2:17][C:13]=3[N:14]=[CH:15][N:16]=2)=[CH:5][CH:4]=1.[Br:21][C:22]1[CH:23]=[CH:24][C:25](F)=[C:26]([CH:29]=1)[C:27]#[N:28].C(N(CC)C(C)C)(C)C.C(#N)C.